Dataset: NCI-60 drug combinations with 297,098 pairs across 59 cell lines. Task: Regression. Given two drug SMILES strings and cell line genomic features, predict the synergy score measuring deviation from expected non-interaction effect. (1) Drug 1: C1C(C(OC1N2C=NC3=C(N=C(N=C32)Cl)N)CO)O. Drug 2: CC1=C(C=C(C=C1)NC(=O)C2=CC=C(C=C2)CN3CCN(CC3)C)NC4=NC=CC(=N4)C5=CN=CC=C5. Cell line: SF-539. Synergy scores: CSS=13.5, Synergy_ZIP=-7.32, Synergy_Bliss=-2.41, Synergy_Loewe=-1.75, Synergy_HSA=0.871. (2) Drug 1: CN(C)C1=NC(=NC(=N1)N(C)C)N(C)C. Drug 2: CC1=C(C=C(C=C1)NC(=O)C2=CC=C(C=C2)CN3CCN(CC3)C)NC4=NC=CC(=N4)C5=CN=CC=C5. Cell line: CAKI-1. Synergy scores: CSS=-0.340, Synergy_ZIP=2.06, Synergy_Bliss=3.72, Synergy_Loewe=-1.92, Synergy_HSA=-2.61.